This data is from Reaction yield outcomes from USPTO patents with 853,638 reactions. The task is: Predict the reaction yield, written as a fraction of the theoretical maximum amount of product (1.0 means a 100% yield; for example, 0.34 means a 34% yield). (1) The reactants are [CH2:1]([O:4][CH2:5][CH2:6][C:7]1[CH:61]=[CH:60][C:10]([CH2:11][C:12]2[CH:13]=[C:14]([C@@:19]3(OC)[C@H:24]([O:25][CH2:26][C:27]4[CH:32]=[CH:31][CH:30]=[CH:29][CH:28]=4)[C@@H:23]([O:33][CH2:34][C:35]4[CH:40]=[CH:39][CH:38]=[CH:37][CH:36]=4)[C@H:22]([O:41][CH2:42][C:43]4[CH:48]=[CH:47][CH:46]=[CH:45][CH:44]=4)[C@@H:21]([CH2:49][O:50][CH2:51][C:52]4[CH:57]=[CH:56][CH:55]=[CH:54][CH:53]=4)[O:20]3)[CH:15]=[CH:16][C:17]=2[Cl:18])=[CH:9][CH:8]=1)[CH:2]=[CH2:3].C([SiH](CC)CC)C.B(F)(F)F.O. The catalyst is C(Cl)Cl. The product is [CH2:1]([O:4][CH2:5][CH2:6][C:7]1[CH:8]=[CH:9][C:10]([CH2:11][C:12]2[CH:13]=[C:14]([C@H:19]3[C@H:24]([O:25][CH2:26][C:27]4[CH:32]=[CH:31][CH:30]=[CH:29][CH:28]=4)[C@@H:23]([O:33][CH2:34][C:35]4[CH:36]=[CH:37][CH:38]=[CH:39][CH:40]=4)[C@H:22]([O:41][CH2:42][C:43]4[CH:44]=[CH:45][CH:46]=[CH:47][CH:48]=4)[C@@H:21]([CH2:49][O:50][CH2:51][C:52]4[CH:57]=[CH:56][CH:55]=[CH:54][CH:53]=4)[O:20]3)[CH:15]=[CH:16][C:17]=2[Cl:18])=[CH:60][CH:61]=1)[CH:2]=[CH2:3]. The yield is 0.600. (2) The reactants are S(Cl)(C1C=CC(C)=CC=1)(=O)=[O:2].[N:12]1[CH:17]=[CH:16]C=[CH:14][CH:13]=1.O[CH2:19][CH2:20][CH2:21][O:22][C:23]1[CH:28]=[CH:27][C:26]([C:29]2[CH:34]=[CH:33][C:32]([C:35]#[N:36])=[CH:31][CH:30]=2)=[CH:25][CH:24]=1. The catalyst is C(Cl)(Cl)Cl. The product is [N:12]1([CH2:19][CH2:20][CH2:21][O:22][C:23]2[CH:28]=[CH:27][C:26]([C:29]3[CH:34]=[CH:33][C:32]([C:35]#[N:36])=[CH:31][CH:30]=3)=[CH:25][CH:24]=2)[CH2:17][CH2:16][O:2][CH2:14][CH2:13]1. The yield is 0.790. (3) The reactants are [Br:1][C:2]1[CH:7]=[C:6]([O:8][CH3:9])[C:5]([OH:10])=[C:4]([O:11][CH3:12])[CH:3]=1.[OH-].[Na+].S(OC)(O[CH3:19])(=O)=O. The catalyst is O.S(OC)(OC)(=O)=O. The product is [CH3:9][O:8][C:6]1[CH:7]=[C:2]([Br:1])[CH:3]=[C:4]([O:11][CH3:12])[C:5]=1[O:10][CH3:19]. The yield is 0.790. (4) The reactants are [Cl:1][C:2]1[CH:7]=[CH:6][C:5]([C:8]2[N:12]([C:13]3[CH:18]=[CH:17][C:16]([Cl:19])=[CH:15][C:14]=3[Cl:20])[N:11]=[C:10]([C:21]([OH:23])=[O:22])[CH:9]=2)=[CH:4][CH:3]=1.[Br:24]Br.C(OCC)C.C([O-])(O)=O.[Na+]. The catalyst is ClCCl. The product is [Br:24][C:9]1[C:10]([C:21]([OH:23])=[O:22])=[N:11][N:12]([C:13]2[CH:18]=[CH:17][C:16]([Cl:19])=[CH:15][C:14]=2[Cl:20])[C:8]=1[C:5]1[CH:4]=[CH:3][C:2]([Cl:1])=[CH:7][CH:6]=1. The yield is 0.810. (5) The reactants are [Cl:1][C:2]1[CH:10]=[CH:9][C:8]([N+:11]([O-:13])=[O:12])=[CH:7][C:3]=1[C:4](O)=[O:5].S(Cl)([Cl:16])=O. No catalyst specified. The product is [Cl:1][C:2]1[CH:10]=[CH:9][C:8]([N+:11]([O-:13])=[O:12])=[CH:7][C:3]=1[C:4]([Cl:16])=[O:5]. The yield is 1.00.